Task: Predict the product of the given reaction.. Dataset: Forward reaction prediction with 1.9M reactions from USPTO patents (1976-2016) (1) The product is: [O:24]1[CH2:29][CH2:28][CH2:27][CH2:26][CH:25]1[O:1][CH:2]1[CH2:3][CH2:4][CH:5]([CH2:8][OH:10])[CH2:6][CH2:7]1. Given the reactants [OH:1][CH:2]1[CH2:7][CH2:6][CH:5]([C:8]([O:10]CC)=O)[CH2:4][CH2:3]1.C1(C)C=CC(S(O)(=O)=O)=CC=1.[O:24]1[CH:29]=[CH:28][CH2:27][CH2:26][CH2:25]1.C(=O)([O-])O.[Na+], predict the reaction product. (2) Given the reactants C(N(C(C)C)C(C)C)C.[CH3:10][O:11][C:12]([C:14]1[C:19]([CH3:20])=[CH:18][C:17]([C:21]2[CH:26]=[CH:25][CH:24]=[C:23]([C:27]([F:30])([F:29])[F:28])[CH:22]=2)=[CH:16][C:15]=1[OH:31])=[O:13].[F:32][C:33]([F:46])([F:45])[S:34](O[S:34]([C:33]([F:46])([F:45])[F:32])(=[O:36])=[O:35])(=[O:36])=[O:35], predict the reaction product. The product is: [CH3:10][O:11][C:12]([C:14]1[C:19]([CH3:20])=[CH:18][C:17]([C:21]2[CH:26]=[CH:25][CH:24]=[C:23]([C:27]([F:30])([F:28])[F:29])[CH:22]=2)=[CH:16][C:15]=1[O:31][S:34]([C:33]([F:46])([F:45])[F:32])(=[O:36])=[O:35])=[O:13]. (3) Given the reactants [F:1][C:2]1[CH:7]=[CH:6][CH:5]=[CH:4][C:3]=1[C:8]1[NH:9][C:10](=O)[C:11]2[C:16]([CH3:17])=[N:15][N:14]([CH3:18])[C:12]=2[N:13]=1.P(Cl)(Cl)([Cl:22])=O, predict the reaction product. The product is: [Cl:22][C:10]1[N:9]=[C:8]([C:3]2[CH:4]=[CH:5][CH:6]=[CH:7][C:2]=2[F:1])[N:13]=[C:12]2[N:14]([CH3:18])[N:15]=[C:16]([CH3:17])[C:11]=12. (4) Given the reactants [CH2:1]([O:8][C:9](=[O:19])[CH:10]([OH:18])[CH2:11][C:12]1[CH:17]=[CH:16][CH:15]=[CH:14][CH:13]=1)[C:2]1[CH:7]=[CH:6][CH:5]=[CH:4][CH:3]=1.O[N:21]1[C:25](=[O:26])[C:24]2=[CH:27][CH:28]=[CH:29][CH:30]=[C:23]2[C:22]1=[O:31].C1C=CC(P(C2C=CC=CC=2)C2C=CC=CC=2)=CC=1.N(C(OC(C)C)=O)=NC(OC(C)C)=O, predict the reaction product. The product is: [CH2:1]([O:8][C:9](=[O:19])[CH:10]([O:18][N:21]1[C:25](=[O:26])[C:24]2[C:23](=[CH:30][CH:29]=[CH:28][CH:27]=2)[C:22]1=[O:31])[CH2:11][C:12]1[CH:13]=[CH:14][CH:15]=[CH:16][CH:17]=1)[C:2]1[CH:3]=[CH:4][CH:5]=[CH:6][CH:7]=1. (5) The product is: [Cl:8][C:6]1[CH:5]=[C:4](/[CH:9]=[CH:10]/[C:11]([N:13]2[CH2:14][CH2:15][CH:16]([CH2:19][CH2:20][N:21]([CH3:22])[C:29]([C:26]3[O:25][C:24](=[O:23])[NH:28][CH:27]=3)=[O:31])[CH2:17][CH2:18]2)=[O:12])[CH:3]=[C:2]([Cl:1])[CH:7]=1. Given the reactants [Cl:1][C:2]1[CH:3]=[C:4](/[CH:9]=[CH:10]/[C:11]([N:13]2[CH2:18][CH2:17][CH:16]([CH2:19][CH2:20][NH:21][CH3:22])[CH2:15][CH2:14]2)=[O:12])[CH:5]=[C:6]([Cl:8])[CH:7]=1.[O:23]=[C:24]1[NH:28][CH:27]=[C:26]([C:29]([OH:31])=O)[O:25]1.CCN(C(C)C)C(C)C.C(P1(=O)OP(CCC)(=O)OP(CCC)(=O)O1)CC, predict the reaction product. (6) Given the reactants [CH3:1][C:2]1[CH:3]=[C:4]([O:8][C:9]2[C:18]3[C:17](=[O:19])[N:16]([CH2:20][C:21]4[CH:26]=[CH:25][C:24]([O:27][CH3:28])=[CH:23][CH:22]=4)C(=O)[N:14]([C:30]4[CH:35]=[CH:34][C:33]([I:36])=[CH:32][C:31]=4[F:37])[C:13]=3[N:12]([CH3:38])[C:11](=[O:39])[CH:10]=2)[CH:5]=[N:6][CH:7]=1.[OH-].[Li+].C(OCC)(=O)C, predict the reaction product. The product is: [CH3:1][C:2]1[CH:3]=[C:4]([O:8][C:9]2[C:18]([C:17]([NH:16][CH2:20][C:21]3[CH:22]=[CH:23][C:24]([O:27][CH3:28])=[CH:25][CH:26]=3)=[O:19])=[C:13]([NH:14][C:30]3[CH:35]=[CH:34][C:33]([I:36])=[CH:32][C:31]=3[F:37])[N:12]([CH3:38])[C:11](=[O:39])[CH:10]=2)[CH:5]=[N:6][CH:7]=1.